From a dataset of Full USPTO retrosynthesis dataset with 1.9M reactions from patents (1976-2016). Predict the reactants needed to synthesize the given product. The reactants are: [OH:1][C@H:2]1[C:10]2[C:5](=[C:6]([C:11]3[N:15]=[C:14]([C:16]4[CH:17]=[CH:18][C:19]([O:24][CH:25]([CH3:27])[CH3:26])=[C:20]([CH:23]=4)[C:21]#[N:22])[O:13][N:12]=3)[CH:7]=[CH:8][CH:9]=2)[CH2:4][CH2:3]1.N1C=CC=CC=1.[C:34](Cl)(=[O:36])[CH3:35]. Given the product [C:34]([O:1][C@H:2]1[C:10]2[C:5](=[C:6]([C:11]3[N:15]=[C:14]([C:16]4[CH:17]=[CH:18][C:19]([O:24][CH:25]([CH3:27])[CH3:26])=[C:20]([C:21]#[N:22])[CH:23]=4)[O:13][N:12]=3)[CH:7]=[CH:8][CH:9]=2)[CH2:4][CH2:3]1)(=[O:36])[CH3:35], predict the reactants needed to synthesize it.